This data is from Forward reaction prediction with 1.9M reactions from USPTO patents (1976-2016). The task is: Predict the product of the given reaction. Given the reactants CC(O)=O.[NH2:5][C:6]1[CH:7]=[C:8]2[C:13](=[CH:14][CH:15]=1)[N:12]=[C:11]([CH3:16])[C:10]([C:17]([O:19][C:20]([CH3:23])([CH3:22])[CH3:21])=[O:18])=[C:9]2[C:24]1[CH:29]=[CH:28][CH:27]=[CH:26][CH:25]=1.[CH2:30]1[C:38]2[C:33](=[CH:34][CH:35]=[CH:36][CH:37]=2)[CH2:32][C:31]1=O.[BH-](OC(C)=O)(OC(C)=O)OC(C)=O.[Na+], predict the reaction product. The product is: [CH2:30]1[C:38]2[C:33](=[CH:34][CH:35]=[CH:36][CH:37]=2)[CH2:32][CH:31]1[NH:5][C:6]1[CH:7]=[C:8]2[C:13](=[CH:14][CH:15]=1)[N:12]=[C:11]([CH3:16])[C:10]([C:17]([O:19][C:20]([CH3:23])([CH3:21])[CH3:22])=[O:18])=[C:9]2[C:24]1[CH:29]=[CH:28][CH:27]=[CH:26][CH:25]=1.